From a dataset of Forward reaction prediction with 1.9M reactions from USPTO patents (1976-2016). Predict the product of the given reaction. (1) Given the reactants [NH2:1][C:2]1[CH:7]=[CH:6][N:5]=[CH:4][CH:3]=1.[C:8]([C:11]1C=CC=C2[C:12]=1[CH2:13][CH2:14]C2=O)(O)=[O:9].Cl.CNC, predict the reaction product. The product is: [N:5]1[CH:6]=[CH:7][C:2]([NH:1][C:8](=[O:9])[CH2:11][CH2:12][C:13]#[CH:14])=[CH:3][CH:4]=1. (2) Given the reactants [Cl:1][C:2]1[N:10]=[C:9]2[C:5]([N:6]=[CH:7][N:8]2[CH:11]2[CH2:15][CH2:14][S:13][CH2:12]2)=[C:4](Cl)[N:3]=1.C(O)CCC.[F:22][C:23]([F:33])([F:32])[O:24][C:25]1[CH:30]=[CH:29][C:28]([NH2:31])=[CH:27][CH:26]=1, predict the reaction product. The product is: [Cl:1][C:2]1[N:10]=[C:9]2[C:5]([N:6]=[CH:7][N:8]2[CH:11]2[CH2:15][CH2:14][S:13][CH2:12]2)=[C:4]([NH:31][C:28]2[CH:29]=[CH:30][C:25]([O:24][C:23]([F:22])([F:32])[F:33])=[CH:26][CH:27]=2)[N:3]=1. (3) Given the reactants [F:1][C:2]([F:15])([F:14])[C:3]1[NH:13][C:6]2=[N:7][CH:8]=[C:9]([CH2:11][NH2:12])[CH:10]=[C:5]2[CH:4]=1.Cl[C:17]1[C:22]([CH3:23])=[C:21]([CH2:24][CH3:25])[N:20]=[CH:19][N:18]=1.CCN(C(C)C)C(C)C.CN1CCCC1=O, predict the reaction product. The product is: [CH2:24]([C:21]1[N:20]=[CH:19][N:18]=[C:17]([NH:12][CH2:11][C:9]2[CH:10]=[C:5]3[CH:4]=[C:3]([C:2]([F:1])([F:14])[F:15])[NH:13][C:6]3=[N:7][CH:8]=2)[C:22]=1[CH3:23])[CH3:25]. (4) The product is: [OH:34][C@H:15]([C@@H:16]([CH3:33])[CH:17]=[CH:18][CH2:19][CH2:20][C@@H:21]([OH:32])[C@@H:22]([CH3:31])[C@H:23]([OH:30])[C@@H:24]([CH3:29])[CH:25]=[CH:26][CH:27]=[CH2:28])[C@@H:14]([CH3:35])[CH:13]=[CH:12][CH2:11][CH2:10][CH2:9][CH2:8][CH2:7][CH2:6][CH2:5][CH2:4][C:3]([OH:36])=[O:2]. Given the reactants C[O:2][C:3](=[O:36])[CH2:4][CH2:5][CH2:6][CH2:7][CH2:8][CH2:9][CH2:10][CH2:11][CH:12]=[CH:13][C@H:14]([CH3:35])[C@H:15]([OH:34])[C@@H:16]([CH3:33])[CH:17]=[CH:18][CH2:19][CH2:20][C@@H:21]([OH:32])[C@@H:22]([CH3:31])[C@H:23]([OH:30])[C@@H:24]([CH3:29])[CH:25]=[CH:26][CH:27]=[CH2:28].O[Li].O.Cl, predict the reaction product. (5) Given the reactants [F:1][C:2]1[CH:3]=[C:4]([CH2:11][N:12]2[CH2:17][CH2:16][N:15]([C:18]([O:20][C:21]([CH3:24])([CH3:23])[CH3:22])=[O:19])[C@@H:14]([CH3:25])[CH2:13]2)[CH:5]=[CH:6][C:7]=1[N+:8]([O-])=O.NC1C=CC(CN2CCN(C(OC(C)(C)C)=O)[C@@H](C)C2)=CC=1.[OH-].[K+], predict the reaction product. The product is: [NH2:8][C:7]1[CH:6]=[CH:5][C:4]([CH2:11][N:12]2[CH2:17][CH2:16][N:15]([C:18]([O:20][C:21]([CH3:23])([CH3:22])[CH3:24])=[O:19])[C@@H:14]([CH3:25])[CH2:13]2)=[CH:3][C:2]=1[F:1].